This data is from Full USPTO retrosynthesis dataset with 1.9M reactions from patents (1976-2016). The task is: Predict the reactants needed to synthesize the given product. (1) The reactants are: [CH:1]12[CH2:10][CH:5]3[CH2:6][CH:7]([CH2:9][CH:3]([CH2:4]3)[CH:2]1[N:11]1[C:14](=[O:15])[C:13]([CH3:17])([CH3:16])[NH:12]1)[CH2:8]2.[F:18][C:19]1[CH:26]=[CH:25][C:22]([CH2:23]Br)=[C:21]([C:27]([F:30])([F:29])[F:28])[CH:20]=1. Given the product [F:18][C:19]1[CH:26]=[CH:25][C:22]([CH2:23][N:12]2[C:13]([CH3:17])([CH3:16])[C:14](=[O:15])[N:11]2[CH:2]2[CH:3]3[CH2:4][CH:5]4[CH2:6][CH:7]([CH2:8][CH:1]2[CH2:10]4)[CH2:9]3)=[C:21]([C:27]([F:28])([F:29])[F:30])[CH:20]=1, predict the reactants needed to synthesize it. (2) Given the product [Cl:23][C:20]1[CH:21]=[CH:22][C:17]([C:15]2[S:16][C:12]([C:10]([NH:9][CH2:8][CH:3]3[CH2:4][CH2:5][CH2:6][CH2:7][N:1]([C:26]4[CH:35]=[CH:34][CH:33]=[CH:32][C:27]=4[C:28]([O:30][CH3:31])=[O:29])[CH2:2]3)=[O:11])=[C:13]([CH3:24])[N:14]=2)=[CH:18][CH:19]=1, predict the reactants needed to synthesize it. The reactants are: [NH:1]1[CH2:7][CH2:6][CH2:5][CH2:4][CH:3]([CH2:8][NH:9][C:10]([C:12]2[S:16][C:15]([C:17]3[CH:22]=[CH:21][C:20]([Cl:23])=[CH:19][CH:18]=3)=[N:14][C:13]=2[CH3:24])=[O:11])[CH2:2]1.F[C:26]1[CH:35]=[CH:34][CH:33]=[CH:32][C:27]=1[C:28]([O:30][CH3:31])=[O:29]. (3) Given the product [CH3:28][N:29]1[C:33]([C:2]2[N:10]=[CH:9][C:8]3[NH:7][C:6]4[N:11]=[CH:12][C:13]([C:15]5[CH:16]=[CH:17][C:18]([CH2:21][N:22]6[CH2:23][CH2:24][CH2:25][CH2:26][CH2:27]6)=[CH:19][CH:20]=5)=[CH:14][C:5]=4[C:4]=3[CH:3]=2)=[CH:32][N:31]=[CH:30]1, predict the reactants needed to synthesize it. The reactants are: Br[C:2]1[N:10]=[CH:9][C:8]2[NH:7][C:6]3[N:11]=[CH:12][C:13]([C:15]4[CH:20]=[CH:19][C:18]([CH2:21][N:22]5[CH2:27][CH2:26][CH2:25][CH2:24][CH2:23]5)=[CH:17][CH:16]=4)=[CH:14][C:5]=3[C:4]=2[CH:3]=1.[CH3:28][N:29]1[C:33]([Sn](CCCC)(CCCC)CCCC)=[CH:32][N:31]=[CH:30]1.[Cl-].[Li+]. (4) Given the product [Br:1][C:2]1[CH:3]=[CH:4][C:5]([CH2:8][C@@H:9]([NH:14][C:15]([O:17][C:18]([CH3:21])([CH3:20])[CH3:19])=[O:16])[CH2:10][C:11]([O:13][CH2:27][C:28]2[CH:33]=[CH:32][CH:31]=[CH:30][CH:29]=2)=[O:12])=[CH:6][CH:7]=1, predict the reactants needed to synthesize it. The reactants are: [Br:1][C:2]1[CH:7]=[CH:6][C:5]([CH2:8][C@@H:9]([NH:14][C:15]([O:17][C:18]([CH3:21])([CH3:20])[CH3:19])=[O:16])[CH2:10][C:11]([OH:13])=[O:12])=[CH:4][CH:3]=1.C([O-])(O)=O.[Na+].[CH2:27](Br)[C:28]1[CH:33]=[CH:32][CH:31]=[CH:30][CH:29]=1.